Regression/Classification. Given a drug SMILES string, predict its absorption, distribution, metabolism, or excretion properties. Task type varies by dataset: regression for continuous measurements (e.g., permeability, clearance, half-life) or binary classification for categorical outcomes (e.g., BBB penetration, CYP inhibition). For this dataset (solubility_aqsoldb), we predict Y. From a dataset of Aqueous solubility values for 9,982 compounds from the AqSolDB database. The compound is OC(=S)CCCCCCCC(O)=S. The Y is -2.39 log mol/L.